From a dataset of Peptide-MHC class II binding affinity with 134,281 pairs from IEDB. Regression. Given a peptide amino acid sequence and an MHC pseudo amino acid sequence, predict their binding affinity value. This is MHC class II binding data. The peptide sequence is IPTFLQEALNIALVA. The MHC is DRB1_1501 with pseudo-sequence DRB1_1501. The binding affinity (normalized) is 0.